The task is: Predict which catalyst facilitates the given reaction.. This data is from Catalyst prediction with 721,799 reactions and 888 catalyst types from USPTO. (1) Reactant: C[O:2][C:3](=[O:40])[CH2:4][CH2:5][NH:6][C:7](=[O:39])[C:8]1[CH:13]=[CH:12][C:11]([CH:14]=[C:15]([C:32]2[CH:37]=[CH:36][C:35]([Cl:38])=[CH:34][CH:33]=2)[C:16]2[S:17][CH:18]=[C:19]([C:21]3[CH:26]=[CH:25][C:24]([O:27][C:28]([F:31])([F:30])[F:29])=[CH:23][CH:22]=3)[N:20]=2)=[CH:10][CH:9]=1.[OH-].[Na+]. Product: [Cl:38][C:35]1[CH:36]=[CH:37][C:32]([C:15]([C:16]2[S:17][CH:18]=[C:19]([C:21]3[CH:22]=[CH:23][C:24]([O:27][C:28]([F:30])([F:29])[F:31])=[CH:25][CH:26]=3)[N:20]=2)=[CH:14][C:11]2[CH:10]=[CH:9][C:8]([C:7]([NH:6][CH2:5][CH2:4][C:3]([OH:40])=[O:2])=[O:39])=[CH:13][CH:12]=2)=[CH:33][CH:34]=1. The catalyst class is: 92. (2) Reactant: [C:1]([O:4][C:5]1[CH:24]=[CH:23][C:8]([C:9]2[CH2:10][O:11][C:12]3[C:17]([CH:18]=2)=[CH:16][CH:15]=[C:14]([O:19][C:20](=[O:22])[CH3:21])[CH:13]=3)=[CH:7][CH:6]=1)(=[O:3])[CH3:2].[CH:25]1C=CC([C+](C2C=CC=CC=2)C2C=CC=CC=2)=C[CH:26]=1.F[P-](F)(F)(F)(F)F.C([Zn]CC)C. Product: [C:1]([O:4][C:5]1[CH:24]=[CH:23][C:8]([C:9]2[CH:10]([CH2:25][CH3:26])[O:11][C:12]3[C:17]([CH:18]=2)=[CH:16][CH:15]=[C:14]([O:19][C:20](=[O:22])[CH3:21])[CH:13]=3)=[CH:7][CH:6]=1)(=[O:3])[CH3:2]. The catalyst class is: 4.